Dataset: NCI-60 drug combinations with 297,098 pairs across 59 cell lines. Task: Regression. Given two drug SMILES strings and cell line genomic features, predict the synergy score measuring deviation from expected non-interaction effect. (1) Drug 1: CC12CCC(CC1=CCC3C2CCC4(C3CC=C4C5=CN=CC=C5)C)O. Drug 2: C1=CC(=C2C(=C1NCCNCCO)C(=O)C3=C(C=CC(=C3C2=O)O)O)NCCNCCO. Cell line: MCF7. Synergy scores: CSS=46.6, Synergy_ZIP=7.60, Synergy_Bliss=8.63, Synergy_Loewe=-2.89, Synergy_HSA=10.3. (2) Drug 1: CC1=CC=C(C=C1)C2=CC(=NN2C3=CC=C(C=C3)S(=O)(=O)N)C(F)(F)F. Drug 2: CC1=C(C=C(C=C1)NC(=O)C2=CC=C(C=C2)CN3CCN(CC3)C)NC4=NC=CC(=N4)C5=CN=CC=C5. Cell line: KM12. Synergy scores: CSS=9.55, Synergy_ZIP=-3.88, Synergy_Bliss=-9.54, Synergy_Loewe=2.83, Synergy_HSA=-6.31. (3) Drug 1: CN1CCC(CC1)COC2=C(C=C3C(=C2)N=CN=C3NC4=C(C=C(C=C4)Br)F)OC. Drug 2: C1=CN(C=N1)CC(O)(P(=O)(O)O)P(=O)(O)O. Cell line: MCF7. Synergy scores: CSS=11.4, Synergy_ZIP=-1.36, Synergy_Bliss=4.92, Synergy_Loewe=1.85, Synergy_HSA=5.63. (4) Drug 1: CS(=O)(=O)OCCCCOS(=O)(=O)C. Drug 2: CC12CCC3C(C1CCC2OP(=O)(O)O)CCC4=C3C=CC(=C4)OC(=O)N(CCCl)CCCl.[Na+]. Cell line: NCI-H460. Synergy scores: CSS=29.5, Synergy_ZIP=-2.77, Synergy_Bliss=1.52, Synergy_Loewe=4.88, Synergy_HSA=4.09.